Dataset: Reaction yield outcomes from USPTO patents with 853,638 reactions. Task: Predict the reaction yield, written as a fraction of the theoretical maximum amount of product (1.0 means a 100% yield; for example, 0.34 means a 34% yield). (1) The reactants are [C:1]1([C:7]2[N:8]=[C:9]3[C:14](=[N:15][C:16]=2[C:17]2[CH:22]=[CH:21][CH:20]=[CH:19][CH:18]=2)[N:13]=[CH:12][N:11]=[C:10]3[NH2:23])[CH:6]=[CH:5][CH:4]=[CH:3][CH:2]=1.S(=O)(=O)(O)N.N[CH2:30][CH2:31][CH2:32][N:33]1[CH2:38][CH2:37][N:36]([CH3:39])[CH2:35][CH2:34]1. No catalyst specified. The product is [C:1]1([C:7]2[N:8]=[C:9]3[C:14](=[N:15][C:16]=2[C:17]2[CH:18]=[CH:19][CH:20]=[CH:21][CH:22]=2)[N:13]=[CH:12][N:11]=[C:10]3[NH:23][CH2:30][CH2:31][CH2:32][N:33]2[CH2:38][CH2:37][N:36]([CH3:39])[CH2:35][CH2:34]2)[CH:2]=[CH:3][CH:4]=[CH:5][CH:6]=1. The yield is 0.170. (2) The reactants are C[Si]([N-][Si](C)(C)C)(C)C.[Li+].[C:11]([CH:13]1[CH2:18][CH2:17][N:16]([CH:19]2[CH2:25][CH2:24][CH2:23][N:22]([C:26]([O:28][CH2:29][CH3:30])=[O:27])[CH2:21][CH2:20]2)[CH2:15][CH2:14]1)#[N:12].Cl[C:32]([O:34][CH2:35][CH3:36])=[O:33]. The catalyst is C1COCC1. The product is [C:11]([C:13]1([C:32]([O:34][CH2:35][CH3:36])=[O:33])[CH2:14][CH2:15][N:16]([CH:19]2[CH2:25][CH2:24][CH2:23][N:22]([C:26]([O:28][CH2:29][CH3:30])=[O:27])[CH2:21][CH2:20]2)[CH2:17][CH2:18]1)#[N:12]. The yield is 0.127. (3) The reactants are [CH3:1][O:2][C:3]1[CH:8]=[CH:7][C:6]([CH2:9][O:10][C:11]2[N:16]=[C:15]([NH2:17])[C:14]([N+:18]([O-])=O)=[CH:13][CH:12]=2)=[CH:5][CH:4]=1.C(O)(=O)C. The catalyst is CO.[Zn]. The product is [CH3:1][O:2][C:3]1[CH:4]=[CH:5][C:6]([CH2:9][O:10][C:11]2[N:16]=[C:15]([NH2:17])[C:14]([NH2:18])=[CH:13][CH:12]=2)=[CH:7][CH:8]=1. The yield is 0.910. (4) The reactants are [NH2:1][C@H:2]([C:7]([OH:9])=[O:8])[C:3]([CH3:6])([CH3:5])[CH3:4].[OH-].[Na+].Cl[C:13]([O:15][CH3:16])=[O:14]. The catalyst is O1CCOCC1. The product is [CH3:16][O:15][C:13]([NH:1][C@@H:2]([C:3]([CH3:6])([CH3:5])[CH3:4])[C:7]([OH:9])=[O:8])=[O:14]. The yield is 0.920. (5) The reactants are [C:1]([C:5]1[CH:10]=[CH:9][C:8]([C:11]2[CH:12]=[CH:13][CH:14]=[C:15]3[C:19]=2[CH2:18][C:17]([CH3:20])=[CH:16]3)=[CH:7][CH:6]=1)([CH3:4])([CH3:3])[CH3:2].[Li]CCCC.[C:26]([C:30]1[CH:38]=[C:37]2[C:33]([CH:34]=[C:35]([CH3:43])[CH:36]2[Si:39](Cl)([CH3:41])[CH3:40])=[C:32]([C:44]2[CH:49]=[CH:48][CH:47]=[CH:46][CH:45]=2)[C:31]=1[O:50][CH3:51])([CH3:29])([CH3:28])[CH3:27].O. The catalyst is CCOCC.C([Cu])#N. The product is [C:26]([C:30]1[CH:38]=[C:37]2[C:33]([CH:34]=[C:35]([CH3:43])[CH:36]2[Si:39]([CH:16]2[C:15]3[C:19](=[C:11]([C:8]4[CH:9]=[CH:10][C:5]([C:1]([CH3:4])([CH3:2])[CH3:3])=[CH:6][CH:7]=4)[CH:12]=[CH:13][CH:14]=3)[CH:18]=[C:17]2[CH3:20])([CH3:41])[CH3:40])=[C:32]([C:44]2[CH:45]=[CH:46][CH:47]=[CH:48][CH:49]=2)[C:31]=1[O:50][CH3:51])([CH3:27])([CH3:28])[CH3:29]. The yield is 0.910. (6) The reactants are Br[C:2]1[CH:3]=[N:4][CH:5]=[C:6]([CH:19]=1)[C:7]([N:9]=[S@@:10]([CH3:18])(=[O:17])[C:11]1[CH:16]=[CH:15][CH:14]=[CH:13][CH:12]=1)=[O:8].[C:20]([C:22]1[CH:27]=[CH:26][C:25]([O:28][C:29]2[CH:34]=[CH:33][CH:32]=[CH:31][CH:30]=2)=[CH:24][CH:23]=1)#[CH:21]. No catalyst specified. The product is [O:28]([C:25]1[CH:24]=[CH:23][C:22]([C:20]#[C:21][C:2]2[CH:3]=[N:4][CH:5]=[C:6]([CH:19]=2)[C:7]([N:9]=[S@@:10]([CH3:18])(=[O:17])[C:11]2[CH:16]=[CH:15][CH:14]=[CH:13][CH:12]=2)=[O:8])=[CH:27][CH:26]=1)[C:29]1[CH:30]=[CH:31][CH:32]=[CH:33][CH:34]=1. The yield is 0.680. (7) The catalyst is C(O)(=O)C.C(Cl)Cl. The yield is 0.610. The reactants are [N:1]1([C:7]2[CH2:8][CH2:9][C:10]3[N:11]([C:13]([C:16]([F:19])([F:18])[F:17])=[N:14][N:15]=3)[N:12]=2)[CH2:6][CH2:5][NH:4][CH2:3][CH2:2]1.[F:20][C:21]1[CH:28]=[CH:27][C:24]([CH:25]=O)=[CH:23][CH:22]=1. The product is [F:20][C:21]1[CH:28]=[CH:27][C:24]([CH2:25][N:4]2[CH2:3][CH2:2][N:1]([C:7]3[CH2:8][CH2:9][C:10]4[N:11]([C:13]([C:16]([F:17])([F:18])[F:19])=[N:14][N:15]=4)[N:12]=3)[CH2:6][CH2:5]2)=[CH:23][CH:22]=1.